From a dataset of NCI-60 drug combinations with 297,098 pairs across 59 cell lines. Regression. Given two drug SMILES strings and cell line genomic features, predict the synergy score measuring deviation from expected non-interaction effect. Drug 1: C1C(C(OC1N2C=NC3=C(N=C(N=C32)Cl)N)CO)O. Cell line: HCT-15. Drug 2: C1CN(P(=O)(OC1)NCCCl)CCCl. Synergy scores: CSS=23.3, Synergy_ZIP=-2.75, Synergy_Bliss=-4.47, Synergy_Loewe=-44.9, Synergy_HSA=-4.47.